Dataset: Reaction yield outcomes from USPTO patents with 853,638 reactions. Task: Predict the reaction yield, written as a fraction of the theoretical maximum amount of product (1.0 means a 100% yield; for example, 0.34 means a 34% yield). (1) The reactants are N[C:2]1[CH:3]=[C:4]([NH:12][C:13]([C:15]2[C:24](=[O:25])[C:23]3[C:18](=[CH:19][CH:20]=[CH:21][CH:22]=3)[NH:17][CH:16]=2)=[O:14])[CH:5]=[CH:6][C:7]=1[C:8]([CH3:11])([CH3:10])[CH3:9].[C:26](O)(=O)C.C=O.[C:32]([BH3-])#[N:33].[Na+]. The catalyst is C(Cl)Cl.CO.CCOCC. The product is [CH3:26][N:33]([CH3:32])[C:2]1[CH:3]=[C:4]([NH:12][C:13]([C:15]2[C:24](=[O:25])[C:23]3[C:18](=[CH:19][CH:20]=[CH:21][CH:22]=3)[NH:17][CH:16]=2)=[O:14])[CH:5]=[CH:6][C:7]=1[C:8]([CH3:11])([CH3:10])[CH3:9]. The yield is 0.170. (2) The reactants are Cl[C:2](=[CH2:5])[C:3]#[N:4].Cl.[CH:7]([NH:10][NH2:11])([CH3:9])[CH3:8].C(=O)([O-])[O-].[K+].[K+]. The catalyst is O. The product is [CH3:8][CH:7]([N:10]1[CH:5]=[CH:2][C:3]([NH2:4])=[N:11]1)[CH3:9]. The yield is 0.580.